Predict the reactants needed to synthesize the given product. From a dataset of Full USPTO retrosynthesis dataset with 1.9M reactions from patents (1976-2016). (1) Given the product [CH2:41]([O:40][C:38](=[O:39])[CH2:37][O:19][C:13]1[CH:12]=[C:11]2[C:16](=[CH:15][C:14]=1[O:17][CH3:18])[CH:7]([CH2:6][C:5]1[CH:31]=[CH:32][C:33]([O:34][CH3:35])=[C:3]([O:2][CH3:1])[CH:4]=1)[N:8]([CH2:20][C:21](=[O:22])[NH:23][CH2:24][C:25]1[CH:30]=[CH:29][CH:28]=[CH:27][CH:26]=1)[CH2:9][CH2:10]2)[CH3:42], predict the reactants needed to synthesize it. The reactants are: [CH3:1][O:2][C:3]1[CH:4]=[C:5]([CH:31]=[CH:32][C:33]=1[O:34][CH3:35])[CH2:6][CH:7]1[C:16]2[C:11](=[CH:12][C:13]([OH:19])=[C:14]([O:17][CH3:18])[CH:15]=2)[CH2:10][CH2:9][N:8]1[CH2:20][C:21]([NH:23][CH2:24][C:25]1[CH:30]=[CH:29][CH:28]=[CH:27][CH:26]=1)=[O:22].Br[CH2:37][C:38]([O:40][CH2:41][CH3:42])=[O:39]. (2) Given the product [C:7]1(=[O:32])[O:8][CH2:9][CH2:24][CH2:25][CH2:26][CH2:21][O:20]1, predict the reactants needed to synthesize it. The reactants are: ClC(OCC)=O.[C:7](=[O:32])([O:20][C:21]1[C:26](F)=[C:25](F)[C:24](F)=C(F)C=1F)[O:8][C:9]1C(F)=C(F)C(F)=C(F)C=1F. (3) Given the product [Cl:1][C:2]1[CH:3]=[C:4]([CH:9]([C:11]2[N:20]=[C:19]([NH:21][C:22]3[CH:26]=[C:25]([CH3:27])[NH:24][N:23]=3)[C:18]3[C:13](=[CH:14][CH:15]=[CH:16][CH:17]=3)[N:12]=2)[OH:10])[CH:5]=[CH:6][C:7]=1[F:8], predict the reactants needed to synthesize it. The reactants are: [Cl:1][C:2]1[CH:3]=[C:4]([C:9]([C:11]2[N:20]=[C:19]([NH:21][C:22]3[CH:26]=[C:25]([CH3:27])[NH:24][N:23]=3)[C:18]3[C:13](=[CH:14][CH:15]=[CH:16][CH:17]=3)[N:12]=2)=[O:10])[CH:5]=[CH:6][C:7]=1[F:8].[BH4-].[Na+]. (4) The reactants are: [F:1][C:2]1([F:13])[C:8]([CH3:10])([CH3:9])[O:7][CH2:6][C:5](=[O:11])[NH:4][CH:3]1[CH3:12].[F:14][C:15]1[CH:21]=[CH:20][C:18]([NH2:19])=[CH:17][CH:16]=1. Given the product [F:13][C:2]1([F:1])[C:8]([CH3:9])([CH3:10])[O:7][CH2:6][C:5](=[O:11])[NH:4][C@@:3]1([C:16]1[CH:17]=[C:18]([NH:19][C:18]2[CH:20]=[CH:21][C:15]([F:14])=[CH:16][CH:17]=2)[CH:20]=[CH:21][C:15]=1[F:14])[CH3:12], predict the reactants needed to synthesize it.